From a dataset of Full USPTO retrosynthesis dataset with 1.9M reactions from patents (1976-2016). Predict the reactants needed to synthesize the given product. The reactants are: Cl[C:2]1[CH:11]=[CH:10][N:9]=[C:8]2[C:3]=1[CH:4]=[CH:5][C:6]([CH2:12][CH2:13][CH3:14])=[N:7]2.[NH2:15][C:16]1[CH:21]=[C:20]([CH3:22])[CH:19]=[CH:18][C:17]=1[S:23][C:24]1[CH:25]=[C:26]([OH:30])[CH:27]=[CH:28][CH:29]=1. Given the product [CH3:22][C:20]1[CH:19]=[CH:18][C:17]([S:23][C:24]2[CH:25]=[C:26]([OH:30])[CH:27]=[CH:28][CH:29]=2)=[C:16]([NH:15][C:2]2[C:3]3[C:8](=[N:7][C:6]([CH2:12][CH2:13][CH3:14])=[CH:5][CH:4]=3)[N:9]=[CH:10][CH:11]=2)[CH:21]=1, predict the reactants needed to synthesize it.